Dataset: Full USPTO retrosynthesis dataset with 1.9M reactions from patents (1976-2016). Task: Predict the reactants needed to synthesize the given product. (1) Given the product [NH2:1][C:2]1[CH:12]=[C:11]([CH:13]=[O:14])[C:10]([CH2:18][CH3:19])=[CH:9][C:3]=1[C:4]([O:6][CH2:7][CH3:8])=[O:5], predict the reactants needed to synthesize it. The reactants are: [NH2:1][C:2]1[CH:12]=[C:11]([CH:13]2OCC[O:14]2)[C:10]([CH2:18][CH3:19])=[CH:9][C:3]=1[C:4]([O:6][CH2:7][CH3:8])=[O:5].ClC1C(C=O)=C(OC(F)(F)F)C=C2C=1NC(=O)N(CC1C=C(Cl)C=CC=1S(CC)(=O)=O)C2=O. (2) The reactants are: [F:1][C:2]1[C:7]([F:8])=[C:6](OS(C(F)(F)F)(=O)=O)[CH:5]=[CH:4][C:3]=1[C:17]1[S:21][C:20]([N:22]2[CH2:25][C:24]3([CH2:30][CH2:29][N:28]([C:31]([O:33][C:34]([CH3:37])([CH3:36])[CH3:35])=[O:32])[CH2:27][CH2:26]3)[CH2:23]2)=[N:19][N:18]=1.CC1(C)C(C)(C)OB([C:46]2[CH:47]=[N:48][NH:49][CH:50]=2)O1.C([O-])([O-])=O.[Na+].[Na+]. Given the product [F:1][C:2]1[C:7]([F:8])=[C:6]([C:46]2[CH:47]=[N:48][NH:49][CH:50]=2)[CH:5]=[CH:4][C:3]=1[C:17]1[S:21][C:20]([N:22]2[CH2:25][C:24]3([CH2:30][CH2:29][N:28]([C:31]([O:33][C:34]([CH3:35])([CH3:37])[CH3:36])=[O:32])[CH2:27][CH2:26]3)[CH2:23]2)=[N:19][N:18]=1, predict the reactants needed to synthesize it. (3) The reactants are: [NH2:1][C:2]1[CH:3]=[C:4]([S:11][CH2:12][CH2:13][CH2:14][CH2:15][N:16]2[C:24](=[O:25])[C:23]3[C:18](=[CH:19][CH:20]=[CH:21][CH:22]=3)[C:17]2=[O:26])[CH:5]=[C:6]([N+:8]([O-:10])=[O:9])[CH:7]=1.ClC(Cl)(O[C:31](=[O:37])OC(Cl)(Cl)Cl)Cl.[NH:39]1[CH2:43][CH2:42][CH2:41][CH2:40]1. Given the product [O:26]=[C:17]1[C:18]2[C:23](=[CH:22][CH:21]=[CH:20][CH:19]=2)[C:24](=[O:25])[N:16]1[CH2:15][CH2:14][CH2:13][CH2:12][S:11][C:4]1[CH:3]=[C:2]([NH:1][C:31]([N:39]2[CH2:43][CH2:42][CH2:41][CH2:40]2)=[O:37])[CH:7]=[C:6]([N+:8]([O-:10])=[O:9])[CH:5]=1, predict the reactants needed to synthesize it. (4) Given the product [Cl:1][C:2]1[CH:10]=[CH:9][C:8]([O:11][C:18]2[CH:23]=[CH:22][CH:21]=[CH:20][CH:19]=2)=[CH:7][C:3]=1[C:4]([OH:6])=[O:5], predict the reactants needed to synthesize it. The reactants are: [Cl:1][C:2]1[CH:10]=[CH:9][C:8]([OH:11])=[CH:7][C:3]=1[C:4]([OH:6])=[O:5].B1([C:18]2[CH:23]=[CH:22][CH:21]=[CH:20][CH:19]=2)OB([C:18]2[CH:23]=[CH:22][CH:21]=[CH:20][CH:19]=2)OB([C:18]2[CH:23]=[CH:22][CH:21]=[CH:20][CH:19]=2)O1.C(N(CC)CC)C.N1C=CC=CC=1.Cl. (5) Given the product [Cl:8][C:4]1[CH:5]=[CH:6][CH:7]=[C:2]([Cl:1])[C:3]=1[C:9]1[NH:10][C:11]2[CH:17]=[C:16]([NH:18][S:37]([C:30]3[C:31]([CH3:36])=[CH:32][C:33]([CH3:35])=[CH:34][C:29]=3[CH3:28])(=[O:39])=[O:38])[CH:15]=[CH:14][C:12]=2[N:13]=1, predict the reactants needed to synthesize it. The reactants are: [Cl:1][C:2]1[CH:7]=[CH:6][CH:5]=[C:4]([Cl:8])[C:3]=1[C:9]1[NH:10][C:11]2[CH:17]=[C:16]([NH2:18])[CH:15]=[CH:14][C:12]=2[N:13]=1.CCN(C(C)C)C(C)C.[CH3:28][C:29]1[CH:34]=[C:33]([CH3:35])[CH:32]=[C:31]([CH3:36])[C:30]=1[S:37](Cl)(=[O:39])=[O:38].